Dataset: Full USPTO retrosynthesis dataset with 1.9M reactions from patents (1976-2016). Task: Predict the reactants needed to synthesize the given product. Given the product [CH2:26]([O:25][C:23]([NH:22][C@H:12]([C:13](=[O:21])[NH:14][C:15]1[CH:16]=[CH:17][CH:18]=[CH:19][CH:20]=1)[CH2:11][CH2:10][CH2:9][CH2:8][CH2:7][C:6]([OH:33])=[O:5])=[O:24])[C:27]1[CH:32]=[CH:31][CH:30]=[CH:29][CH:28]=1, predict the reactants needed to synthesize it. The reactants are: C([O:5][C:6](=[O:33])[CH2:7][CH2:8][CH2:9][CH2:10][CH2:11][C@H:12]([NH:22][C:23]([O:25][CH2:26][C:27]1[CH:32]=[CH:31][CH:30]=[CH:29][CH:28]=1)=[O:24])[C:13](=[O:21])[NH:14][C:15]1[CH:20]=[CH:19][CH:18]=[CH:17][CH:16]=1)(C)(C)C.C(O)(C(F)(F)F)=O.